From a dataset of TCR-epitope binding with 47,182 pairs between 192 epitopes and 23,139 TCRs. Binary Classification. Given a T-cell receptor sequence (or CDR3 region) and an epitope sequence, predict whether binding occurs between them. (1) The epitope is YLQPRTFLL. The TCR CDR3 sequence is CASSLVPEEQYF. Result: 1 (the TCR binds to the epitope). (2) The epitope is YVLDHLIVV. The TCR CDR3 sequence is CATSDTGSFTDTQYF. Result: 1 (the TCR binds to the epitope).